This data is from Full USPTO retrosynthesis dataset with 1.9M reactions from patents (1976-2016). The task is: Predict the reactants needed to synthesize the given product. (1) Given the product [Cl:1][C:2]1[CH:41]=[CH:40][C:5]([CH2:6][NH:7][C:8]([C:10]2[C:11](=[O:39])[C:12]3[CH:26]=[C:25]([CH2:27][N:28]([CH2:30][C@@H:31]([OH:38])[C:32]4[CH:37]=[CH:36][CH:35]=[CH:34][N:33]=4)[CH3:29])[S:24][C:13]=3[N:14]([CH2:16][CH:17]([OH:18])[CH2:21][OH:20])[CH:15]=2)=[O:9])=[CH:4][CH:3]=1, predict the reactants needed to synthesize it. The reactants are: [Cl:1][C:2]1[CH:41]=[CH:40][C:5]([CH2:6][NH:7][C:8]([C:10]2[C:11](=[O:39])[C:12]3[CH:26]=[C:25]([CH2:27][N:28]([CH2:30][C@@H:31]([OH:38])[C:32]4[CH:37]=[CH:36][CH:35]=[CH:34][N:33]=4)[CH3:29])[S:24][C:13]=3[N:14]([CH2:16][CH:17]3[CH2:21][O:20]C(C)(C)[O:18]3)[CH:15]=2)=[O:9])=[CH:4][CH:3]=1.Cl(O)(=O)(=O)=O.C([O-])(O)=O.[Na+]. (2) Given the product [CH3:17][O:18][C:19]1[CH:20]=[C:21]([C:31]2[N:32]=[C:33]([O:40][C@@H:41]([C@H:43]3[CH2:47][NH:46][C:45](=[O:48])[CH2:44]3)[CH3:42])[C:34]3[N:35]([N:37]=[CH:38][CH:39]=3)[CH:36]=2)[CH:22]=[CH:23][C:24]=1[N:25]1[CH2:26][CH2:27][N:28]([S:2]([CH3:1])(=[O:5])=[O:3])[CH2:29][CH2:30]1, predict the reactants needed to synthesize it. The reactants are: [CH3:1][S:2]([O:5]S(C)(=O)=O)(=O)=[O:3].FC(F)(F)C(O)=O.[CH3:17][O:18][C:19]1[CH:20]=[C:21]([C:31]2[N:32]=[C:33]([O:40][C@@H:41]([C@H:43]3[CH2:47][NH:46][C:45](=[O:48])[CH2:44]3)[CH3:42])[C:34]3[N:35]([N:37]=[CH:38][CH:39]=3)[CH:36]=2)[CH:22]=[CH:23][C:24]=1[N:25]1[CH2:30][CH2:29][NH:28][CH2:27][CH2:26]1.C(N(CC)CC)C. (3) Given the product [Cl:1][C:2]1[CH:3]=[C:4]([CH2:29][C:30]([OH:32])=[O:31])[CH:5]=[CH:6][C:7]=1[N:8]1[C:16](=[O:17])[C:15]2[C:14]([O:18][CH2:19][CH3:20])=[C:13]3[CH:21]=[CH:22][CH:23]=[CH:24][C:12]3=[C:11]([O:25][CH:26]([F:28])[F:27])[C:10]=2[CH2:9]1, predict the reactants needed to synthesize it. The reactants are: [Cl:1][C:2]1[CH:3]=[C:4]([CH2:29][C:30]([O:32]CC)=[O:31])[CH:5]=[CH:6][C:7]=1[N:8]1[C:16](=[O:17])[C:15]2[C:14]([O:18][CH2:19][CH3:20])=[C:13]3[CH:21]=[CH:22][CH:23]=[CH:24][C:12]3=[C:11]([O:25][CH:26]([F:28])[F:27])[C:10]=2[CH2:9]1.[OH-].[Na+]. (4) Given the product [C:24]([C:27]1[CH:32]=[C:31]([C:2]2[CH:3]=[N:4][N:5]3[C:10]([C:11]4[CH:12]=[C:13]([NH:17][C:18](=[O:23])[CH2:19][CH:20]([CH3:22])[CH3:21])[CH:14]=[CH:15][CH:16]=4)=[CH:9][CH:8]=[N:7][C:6]=23)[CH:30]=[CH:29][CH:28]=1)(=[O:26])[CH3:25], predict the reactants needed to synthesize it. The reactants are: Br[C:2]1[CH:3]=[N:4][N:5]2[C:10]([C:11]3[CH:12]=[C:13]([NH:17][C:18](=[O:23])[CH2:19][CH:20]([CH3:22])[CH3:21])[CH:14]=[CH:15][CH:16]=3)=[CH:9][CH:8]=[N:7][C:6]=12.[C:24]([C:27]1[CH:28]=[C:29](B(O)O)[CH:30]=[CH:31][CH:32]=1)(=[O:26])[CH3:25]. (5) Given the product [CH:1]1([C:4]2[CH:5]=[N:6][C:7]([NH:14][C:15]3[CH:16]=[C:17]4[C:21](=[CH:22][CH:23]=3)[N:20]([CH3:30])[C:19]([C:24]3[CH:29]=[CH:28][CH:27]=[CH:26][CH:25]=3)=[CH:18]4)=[C:8]([CH:13]=2)[C:9]([O:11][CH3:12])=[O:10])[CH2:3][CH2:2]1, predict the reactants needed to synthesize it. The reactants are: [CH:1]1([C:4]2[CH:5]=[N:6][C:7]([NH:14][C:15]3[CH:16]=[C:17]4[C:21](=[CH:22][CH:23]=3)[NH:20][C:19]([C:24]3[CH:29]=[CH:28][CH:27]=[CH:26][CH:25]=3)=[CH:18]4)=[C:8]([CH:13]=2)[C:9]([O:11][CH3:12])=[O:10])[CH2:3][CH2:2]1.[CH3:30]C(C)([O-])C.[K+].IC.C(OCC)(=O)C.